From a dataset of Full USPTO retrosynthesis dataset with 1.9M reactions from patents (1976-2016). Predict the reactants needed to synthesize the given product. (1) Given the product [O:4]=[S:5]1(=[O:29])[C:10]2[CH:11]=[C:12]([O:15][C:16]3[CH:17]=[CH:18][C:19]([CH2:22][C:23]([N:2]([CH3:3])[CH3:1])=[O:24])=[CH:20][CH:21]=3)[CH:13]=[CH:14][C:9]=2[N:8]2[CH2:26][CH2:27][CH2:28][CH:7]2[NH:6]1, predict the reactants needed to synthesize it. The reactants are: [CH3:1][NH:2][CH3:3].[O:4]=[S:5]1(=[O:29])[C:10]2[CH:11]=[C:12]([O:15][C:16]3[CH:21]=[CH:20][C:19]([CH2:22][C:23](O)=[O:24])=[CH:18][CH:17]=3)[CH:13]=[CH:14][C:9]=2[N:8]2[CH2:26][CH2:27][CH2:28][CH:7]2[NH:6]1. (2) Given the product [O:31]1[CH2:32][CH2:33][N:28]([C:2]2=[N:3][C:4]3[CH:27]=[CH:26][CH:25]=[CH:24][C:5]=3[O:6][C:7]3[CH:12]=[CH:11][C:10]([C:13]4[CH:23]=[CH:22][C:16]([C:17]([O:19][CH2:20][CH3:21])=[O:18])=[CH:15][CH:14]=4)=[CH:9][C:8]2=3)[CH2:29][CH2:30]1, predict the reactants needed to synthesize it. The reactants are: Cl[C:2]1=[N:3][C:4]2[CH:27]=[CH:26][CH:25]=[CH:24][C:5]=2[O:6][C:7]2[CH:12]=[CH:11][C:10]([C:13]3[CH:23]=[CH:22][C:16]([C:17]([O:19][CH2:20][CH3:21])=[O:18])=[CH:15][CH:14]=3)=[CH:9][C:8]1=2.[NH:28]1[CH2:33][CH2:32][O:31][CH2:30][CH2:29]1. (3) Given the product [C:23]([O:22][C:20]([N:2]([CH3:1])[CH2:3][CH2:4][CH2:5][CH2:6][C:7]([OH:9])=[O:8])=[O:21])([CH3:24])([CH3:25])[CH3:26], predict the reactants needed to synthesize it. The reactants are: [CH3:1][NH:2][CH2:3][CH2:4][CH2:5][CH2:6][C:7]([OH:9])=[O:8].[OH-].[Na+].[C:20](O[C:20]([O:22][C:23]([CH3:26])([CH3:25])[CH3:24])=[O:21])([O:22][C:23]([CH3:26])([CH3:25])[CH3:24])=[O:21].Cl. (4) Given the product [CH2:1]([N:8]1[CH2:13][CH2:12][C:11](=[N:14][NH:15][C:16]2[S:18][CH:20]=[C:21]([C:23]3[CH:28]=[CH:27][C:26]([F:29])=[CH:25][CH:24]=3)[N:17]=2)[CH2:10][CH2:9]1)[C:2]1[CH:3]=[CH:4][CH:5]=[CH:6][CH:7]=1, predict the reactants needed to synthesize it. The reactants are: [CH2:1]([N:8]1[CH2:13][CH2:12][C:11](=[N:14][NH:15][C:16](=[S:18])[NH2:17])[CH2:10][CH2:9]1)[C:2]1[CH:7]=[CH:6][CH:5]=[CH:4][CH:3]=1.Br[CH2:20][C:21]([C:23]1[CH:28]=[CH:27][C:26]([F:29])=[CH:25][CH:24]=1)=O. (5) The reactants are: Br[C:2]1[CH:3]=[C:4]2[C:9](=[CH:10][CH:11]=1)[N:8]=[C:7]([NH2:12])[N:6]=[CH:5]2.[N:13]1[CH:18]=[CH:17][C:16](B(O)O)=[CH:15][CH:14]=1.C([O-])([O-])=O.[K+].[K+]. Given the product [N:13]1[CH:18]=[CH:17][C:16]([C:2]2[CH:3]=[C:4]3[C:9](=[CH:10][CH:11]=2)[N:8]=[C:7]([NH2:12])[N:6]=[CH:5]3)=[CH:15][CH:14]=1, predict the reactants needed to synthesize it. (6) Given the product [CH2:80]([N:34]([CH2:32][CH3:33])[C@H:35]([C:74]1[CH:75]=[CH:76][CH:77]=[CH:78][CH:79]=1)[C:36]([N:38]1[CH2:42][CH2:41][CH2:40][C@H:39]1[C:43]1[NH:44][C:45]([C:48]2[CH:49]=[CH:50][C:51]([C:54]3[CH:55]=[C:56]4[C:61](=[CH:62][CH:63]=3)[CH:60]=[C:59]([C:64]3[NH:68][C:67]([C@@H:69]5[CH2:73][CH2:72][CH2:71][N:70]5[C:88](=[O:89])[C@@H:87]([NH:86][C:84](=[O:85])[O:83][CH3:82])[CH:91]5[CH2:96][CH2:95][O:94][CH2:93][CH2:92]5)=[N:66][CH:65]=3)[CH:58]=[CH:57]4)=[CH:52][CH:53]=2)=[CH:46][N:47]=1)=[O:37])[CH3:81], predict the reactants needed to synthesize it. The reactants are: COC(N[C@@H](C(C)C)C(N1CC(=O)C[C@H]1C(OCC1C=CC=CC=1)=O)=O)=O.Cl.Cl.Cl.Cl.[CH2:32]([N:34]([CH2:80][CH3:81])[C@H:35]([C:74]1[CH:79]=[CH:78][CH:77]=[CH:76][CH:75]=1)[C:36]([N:38]1[CH2:42][CH2:41][CH2:40][C@H:39]1[C:43]1[NH:44][C:45]([C:48]2[CH:53]=[CH:52][C:51]([C:54]3[CH:63]=[CH:62][C:61]4[C:56](=[CH:57][CH:58]=[C:59]([C:64]5[NH:68][C:67]([C@@H:69]6[CH2:73][CH2:72][CH2:71][NH:70]6)=[N:66][CH:65]=5)[CH:60]=4)[CH:55]=3)=[CH:50][CH:49]=2)=[CH:46][N:47]=1)=[O:37])[CH3:33].[CH3:82][O:83][C:84]([NH:86][C@@H:87]([CH:91]1[CH2:96][CH2:95][O:94][CH2:93][CH2:92]1)[C:88](O)=[O:89])=[O:85].Cl.O=C1CN[C@H](C(OCC2C=CC=CC=2)=O)C1.COC(N[C@@H](C(C)C)C(O)=O)=O. (7) Given the product [CH2:35]([O:37][CH2:38][C:39]1[N:14]([CH2:13][C:2]2([OH:1])[CH2:7][CH2:6][N:5]([C:8]([O:10][CH2:11][CH3:12])=[O:9])[CH2:4][CH2:3]2)[C:15]2[C:24]3[CH:23]=[CH:22][CH:21]=[CH:20][C:19]=3[N:18]=[CH:17][C:16]=2[N:25]=1)[CH3:36], predict the reactants needed to synthesize it. The reactants are: [OH:1][C:2]1([CH2:13][NH:14][C:15]2[C:24]3[C:19](=[CH:20][CH:21]=[CH:22][CH:23]=3)[N:18]=[CH:17][C:16]=2[N+:25]([O-])=O)[CH2:7][CH2:6][N:5]([C:8]([O:10][CH2:11][CH3:12])=[O:9])[CH2:4][CH2:3]1.C(N(CC)CC)C.[CH2:35]([O:37][CH2:38][C:39](Cl)=O)[CH3:36]. (8) Given the product [S:1]1[C:9]2[C:4](=[N:5][CH:6]=[CH:7][CH:8]=2)[N:3]=[C:2]1[O:10][C:11]1[CH:19]=[C:18]2[C:14]([CH:15]=[C:16]([CH:20]=[O:21])[NH:17]2)=[CH:13][CH:12]=1, predict the reactants needed to synthesize it. The reactants are: [S:1]1[C:9]2[C:4](=[N:5][CH:6]=[CH:7][CH:8]=2)[N:3]=[C:2]1[O:10][C:11]1[CH:19]=[C:18]2[C:14]([CH:15]=[C:16]([CH2:20][OH:21])[NH:17]2)=[CH:13][CH:12]=1. (9) Given the product [CH3:2][C:3]1[N:4]=[CH:5][N:6]([C:8]2[C:13](=[O:14])[N:12]3[CH2:19][CH2:18][N:20]([CH2:21][C:54]4[C:53]5[CH:52]=[C:51]([C:50]([F:69])([F:49])[F:68])[CH:59]=[CH:58][C:57]=5[N:56]5[CH2:60][CH2:61][O:62][CH2:63][C:55]=45)[C:15](=[O:17])[C:11]3=[CH:10][CH:9]=2)[CH:7]=1, predict the reactants needed to synthesize it. The reactants are: Cl.[CH3:2][C:3]1[N:4]=[CH:5][N:6]([C:8]2[C:13](=[O:14])[NH:12][C:11]([C:15]([OH:17])=O)=[CH:10][CH:9]=2)[CH:7]=1.[CH2:18]([N:20](CC)[CH2:21]C)[CH3:19].F[P-](F)(F)(F)(F)F.N1(OC(N(C)C)=[N+](C)C)C2N=CC=CC=2N=N1.[F:49][C:50]([F:69])([F:68])[C:51]1[CH:59]=[CH:58][C:57]2[N:56]3[CH2:60][CH2:61][O:62][CH2:63][C:55]3=[C:54](NCCO)[C:53]=2[CH:52]=1.